Dataset: Forward reaction prediction with 1.9M reactions from USPTO patents (1976-2016). Task: Predict the product of the given reaction. Given the reactants [CH2:1]([O:8][C:9]1[C:10](=[O:35])[C:11](C(O)=O)=[CH:12][N:13]([CH2:26][CH:27]([O:30][CH3:31])[O:28][CH3:29])[C:14]=1[C:15](=[O:25])[NH:16][CH2:17][C:18]1[CH:23]=[CH:22][CH:21]=[C:20]([Cl:24])[CH:19]=1)[C:2]1[CH:7]=[CH:6][CH:5]=[CH:4][CH:3]=1.C1(C)C=CC=CC=1.C([N:45](CC)CC)C.C1(P(N=[N+]=[N-])(C2C=CC=CC=2)=O)C=CC=CC=1, predict the reaction product. The product is: [Cl:24][C:20]1[CH:19]=[C:18]([CH:23]=[CH:22][CH:21]=1)[CH2:17][NH:16][C:15]([C:14]1[N:13]([CH2:26][CH:27]([O:30][CH3:31])[O:28][CH3:29])[CH:12]=[C:11]([NH2:45])[C:10](=[O:35])[C:9]=1[O:8][CH2:1][C:2]1[CH:3]=[CH:4][CH:5]=[CH:6][CH:7]=1)=[O:25].